The task is: Predict the reactants needed to synthesize the given product.. This data is from Full USPTO retrosynthesis dataset with 1.9M reactions from patents (1976-2016). (1) Given the product [F:35][C:36]1[CH:41]=[C:40]([C:2]2[CH:3]=[C:4]3[C:10]([C:11]4[C:12]([CH3:24])=[N:13][N:14]([CH2:16][C:17]5[CH:22]=[CH:21][CH:20]=[C:19]([F:23])[CH:18]=5)[CH:15]=4)=[CH:9][N:8]([S:25]([C:28]4[CH:29]=[CH:30][C:31]([CH3:32])=[CH:33][CH:34]=4)(=[O:26])=[O:27])[C:5]3=[N:6][CH:7]=2)[CH:39]=[CH:38][C:37]=1[C:51]1[CH2:56][CH2:55][N:54]([C:57]([O:59][C:60]([CH3:63])([CH3:62])[CH3:61])=[O:58])[CH2:53][CH:52]=1, predict the reactants needed to synthesize it. The reactants are: Br[C:2]1[CH:3]=[C:4]2[C:10]([C:11]3[C:12]([CH3:24])=[N:13][N:14]([CH2:16][C:17]4[CH:22]=[CH:21][CH:20]=[C:19]([F:23])[CH:18]=4)[CH:15]=3)=[CH:9][N:8]([S:25]([C:28]3[CH:34]=[CH:33][C:31]([CH3:32])=[CH:30][CH:29]=3)(=[O:27])=[O:26])[C:5]2=[N:6][CH:7]=1.[F:35][C:36]1[CH:41]=[C:40](B2OC(C)(C)C(C)(C)O2)[CH:39]=[CH:38][C:37]=1[C:51]1[CH2:56][CH2:55][N:54]([C:57]([O:59][C:60]([CH3:63])([CH3:62])[CH3:61])=[O:58])[CH2:53][CH:52]=1.C(=O)([O-])[O-].[Na+].[Na+]. (2) Given the product [CH:27]1([NH:26][C:22]2[CH:21]=[C:20]([C:18]3[CH:17]=[C:16]([C:33]4[O:34][CH:35]=[N:36][N:37]=4)[CH:15]=[C:14]([N:11]4[CH2:12][CH2:13][NH:8][CH2:9][CH2:10]4)[N:19]=3)[CH:25]=[CH:24][N:23]=2)[CH2:28][CH2:29][CH2:30][CH2:31][CH2:32]1, predict the reactants needed to synthesize it. The reactants are: C(OC([N:8]1[CH2:13][CH2:12][N:11]([C:14]2[N:19]=[C:18]([C:20]3[CH:25]=[CH:24][N:23]=[C:22]([NH:26][CH:27]4[CH2:32][CH2:31][CH2:30][CH2:29][CH2:28]4)[CH:21]=3)[CH:17]=[C:16]([C:33]3[O:34][CH:35]=[N:36][N:37]=3)[CH:15]=2)[CH2:10][CH2:9]1)=O)(C)(C)C.C(O)(C(F)(F)F)=O.